This data is from Full USPTO retrosynthesis dataset with 1.9M reactions from patents (1976-2016). The task is: Predict the reactants needed to synthesize the given product. (1) The reactants are: [C:1]([NH:4][C:5]([CH2:16][CH2:17][C:18]1[CH:23]=[CH:22][C:21]([S:24][C:25]2[CH:30]=[CH:29][C:28]([C:31](=O)[CH2:32][O:33][C:34](=O)[CH3:35])=[CH:27][CH:26]=2)=[CH:20][CH:19]=1)([C:11]([O:13][CH2:14][CH3:15])=[O:12])[C:6]([O:8][CH2:9][CH3:10])=[O:7])(=[O:3])[CH3:2].C([NH2:41])(=O)C.B(F)(F)F.CCOCC. Given the product [C:1]([NH:4][C:5]([CH2:16][CH2:17][C:18]1[CH:19]=[CH:20][C:21]([S:24][C:25]2[CH:26]=[CH:27][C:28]([C:31]3[N:41]=[C:34]([CH3:35])[O:33][CH:32]=3)=[CH:29][CH:30]=2)=[CH:22][CH:23]=1)([C:6]([O:8][CH2:9][CH3:10])=[O:7])[C:11]([O:13][CH2:14][CH3:15])=[O:12])(=[O:3])[CH3:2], predict the reactants needed to synthesize it. (2) Given the product [CH3:26][CH:27]([CH3:28])[CH2:21][C@H:2]1[C@@H:8]2[C:9](=[O:10])[C@H:5]([CH:6]=[CH:7]2)[N:4]([O:11][CH2:12][C:13]2[CH:18]=[CH:17][CH:16]=[CH:15][CH:14]=2)[C:3]1=[O:19], predict the reactants needed to synthesize it. The reactants are: Cl[C@H:2]1[C@H:8]2[C:9](=[O:10])[C@H:5]([CH:6]=[CH:7]2)[N:4]([O:11][CH2:12][C:13]2[CH:18]=[CH:17][CH:16]=[CH:15][CH:14]=2)[C:3]1=[O:19].Cl[C@@H:21]1[C@H:27]2[C:28](=O)[C@H](C=[CH:26]2)N(OCC2C=CC=CC=2)C1=O.ClC(Cl)C(NOCC1C=CC=CC=1)=O.O1C=CC=C1. (3) Given the product [C:19]12([NH:29][CH2:10][C:9]3[CH:12]=[CH:13][C:6]([O:5][CH2:4][C:3]4[CH:14]=[CH:15][C:16]([F:18])=[CH:17][C:2]=4[Cl:1])=[CH:7][CH:8]=3)[CH2:26][CH:25]3[CH2:24][CH:23]([CH2:22][CH:21]([CH2:27]3)[CH2:20]1)[CH2:28]2, predict the reactants needed to synthesize it. The reactants are: [Cl:1][C:2]1[CH:17]=[C:16]([F:18])[CH:15]=[CH:14][C:3]=1[CH2:4][O:5][C:6]1[CH:13]=[CH:12][C:9]([CH:10]=O)=[CH:8][CH:7]=1.[C:19]12([NH2:29])[CH2:28][CH:23]3[CH2:24][CH:25]([CH2:27][CH:21]([CH2:22]3)[CH2:20]1)[CH2:26]2.